Dataset: Full USPTO retrosynthesis dataset with 1.9M reactions from patents (1976-2016). Task: Predict the reactants needed to synthesize the given product. (1) Given the product [C:29]([O:28][C@@H:27]1[C@H:37]([O:38][C:39](=[O:46])[C:40]2[CH:45]=[CH:44][CH:43]=[CH:42][CH:41]=2)[C@@H:47]([CH2:49][O:50][C:51](=[O:58])[C:52]2[CH:53]=[CH:54][CH:55]=[CH:56][CH:57]=2)[O:48][C@H:26]1[N:67]1[CH:66]=[N:65][C:64]2[C:68]1=[N:69][C:61]([O:60][CH3:59])=[N:62][C:63]=2[NH2:70])(=[O:36])[C:30]1[CH:35]=[CH:34][CH:33]=[CH:32][CH:31]=1, predict the reactants needed to synthesize it. The reactants are: COC1N=C(N)C2N=CN([C@@H]3O[C@H](CO)[C@@H](O)[C@H]3O)C=2N=1.C(O[C@@H:26]1[O:48][C@H:47]([CH2:49][O:50][C:51](=[O:58])[C:52]2[CH:57]=[CH:56][CH:55]=[CH:54][CH:53]=2)[C@@H:37]([O:38][C:39](=[O:46])[C:40]2[CH:45]=[CH:44][CH:43]=[CH:42][CH:41]=2)[C@H:27]1[O:28][C:29](=[O:36])[C:30]1[CH:35]=[CH:34][CH:33]=[CH:32][CH:31]=1)(=O)C.[CH3:59][O:60][C:61]1[N:69]=[C:68]2[C:64]([NH:65][CH:66]=[N:67]2)=[C:63]([NH2:70])[N:62]=1. (2) Given the product [CH2:12]([O:19][C:20]1[CH:25]=[CH:24][C:23]([C:2]2[CH:11]=[CH:10][CH:9]=[C:8]3[C:3]=2[CH:4]=[CH:5][N:6]=[CH:7]3)=[CH:22][CH:21]=1)[C:13]1[CH:18]=[CH:17][CH:16]=[CH:15][CH:14]=1, predict the reactants needed to synthesize it. The reactants are: Br[C:2]1[CH:11]=[CH:10][CH:9]=[C:8]2[C:3]=1[CH:4]=[CH:5][N:6]=[CH:7]2.[CH2:12]([O:19][C:20]1[CH:25]=[CH:24][C:23](B(O)O)=[CH:22][CH:21]=1)[C:13]1[CH:18]=[CH:17][CH:16]=[CH:15][CH:14]=1.